Dataset: Full USPTO retrosynthesis dataset with 1.9M reactions from patents (1976-2016). Task: Predict the reactants needed to synthesize the given product. (1) Given the product [F:14][C:15]1[CH:16]=[C:17]([CH:2]2[C:9]3[CH:8]=[C:7]([C:10]([O:12][CH3:13])=[O:11])[NH:6][C:5]=3[CH2:4][CH2:3]2)[CH:18]=[CH:19][C:20]=1[F:21].[F:14][C:15]1[CH:16]=[C:17]([C:2]2[C:9]3[CH:8]=[C:7]([C:10]([O:12][CH3:13])=[O:11])[NH:6][C:5]=3[CH2:4][CH:3]=2)[CH:18]=[CH:19][C:20]=1[F:21], predict the reactants needed to synthesize it. The reactants are: O=[C:2]1[C:9]2[CH:8]=[C:7]([C:10]([O:12][CH3:13])=[O:11])[NH:6][C:5]=2[CH2:4][CH2:3]1.[F:14][C:15]1[CH:16]=[C:17]([Mg]Br)[CH:18]=[CH:19][C:20]=1[F:21]. (2) Given the product [Cl:8][C:6]1[CH:5]=[C:4]([C:9]([NH:11][C:12]2[O:13][C:14]([C:17]3[O:18][CH:19]=[CH:20][CH:21]=3)=[N:15][N:16]=2)=[O:10])[CH:3]=[C:2]([C:33]2[CH:34]=[CH:35][C:30]([C:27]3[CH:26]=[CH:25][C:24]([CH2:22][CH3:23])=[CH:29][CH:28]=3)=[CH:31][CH:32]=2)[CH:7]=1, predict the reactants needed to synthesize it. The reactants are: Br[C:2]1[CH:3]=[C:4]([C:9]([NH:11][C:12]2[O:13][C:14]([C:17]3[O:18][CH:19]=[CH:20][CH:21]=3)=[N:15][N:16]=2)=[O:10])[CH:5]=[C:6]([Cl:8])[CH:7]=1.[CH2:22]([C:24]1[CH:29]=[CH:28][C:27]([C:30]2[CH:35]=[CH:34][C:33](B(O)O)=[CH:32][CH:31]=2)=[CH:26][CH:25]=1)[CH3:23]. (3) The reactants are: [CH:1]12[CH2:7][CH:4]([CH2:5][CH2:6]1)[CH:3]=[CH:2]2.[F:8][C:9]([F:17])([F:16])[CH:10]([OH:15])[C:11]([F:14])([F:13])[F:12].C(O)(C)C.[Cl:22][Si:23](Cl)([Cl:25])[Cl:24]. Given the product [C:1]12([Si:23]([Cl:25])([Cl:24])[Cl:22])[CH2:7][CH:4]([CH2:5][CH2:6]1)[CH2:3][CH2:2]2.[F:8][C:9]([F:17])([F:16])[CH:10]([OH:15])[C:11]([F:14])([F:13])[F:12], predict the reactants needed to synthesize it. (4) Given the product [Cl:16][C:13]1[CH:14]=[CH:15][C:6]([O:5][CH2:4][C:3]([OH:27])=[O:2])=[C:7]2[C:12]=1[N:11]=[C:10]([CH3:17])[C:9]([S:18][C:19]1[CH:20]=[CH:21][C:22]([Cl:25])=[CH:23][CH:24]=1)=[C:8]2[CH3:26], predict the reactants needed to synthesize it. The reactants are: C[O:2][C:3](=[O:27])[CH2:4][O:5][C:6]1[CH:15]=[CH:14][C:13]([Cl:16])=[C:12]2[C:7]=1[C:8]([CH3:26])=[C:9]([S:18][C:19]1[CH:24]=[CH:23][C:22]([Cl:25])=[CH:21][CH:20]=1)[C:10]([CH3:17])=[N:11]2.CO.[OH-].[Na+].Cl. (5) Given the product [NH2:13][C:12]1[C:7]([N:2]([CH3:1])[S:3]([CH3:6])(=[O:5])=[O:4])=[N:8][CH:9]=[CH:10][CH:11]=1, predict the reactants needed to synthesize it. The reactants are: [CH3:1][N:2]([C:7]1[C:12]([N+:13]([O-])=O)=[CH:11][CH:10]=[CH:9][N:8]=1)[S:3]([CH3:6])(=[O:5])=[O:4].[H][H].C(OCC)(=O)C. (6) The reactants are: [F:1][C:2]1[CH:7]=[CH:6][C:5]([CH2:8][C:9]2[CH:18]=[C:17]3[C:12]([C:13]([OH:31])=[C:14]([C:24]([NH:26][CH2:27][CH2:28][O:29][CH3:30])=[O:25])[C:15](=[O:23])[N:16]3[CH2:19][C:20](O)=[O:21])=[N:11][CH:10]=2)=[CH:4][CH:3]=1.C(O)(=O)C(O)=O.[NH2:38][CH2:39][CH2:40][P:41](=[O:48])([O:45][CH2:46][CH3:47])[O:42][CH2:43][CH3:44].CN(C(ON1N=NC2C=CC=NC1=2)=[N+](C)C)C.F[P-](F)(F)(F)(F)F.NCCP(=O)(OCC)OCC. Given the product [CH2:46]([O:45][P:41]([CH2:40][CH2:39][NH:38][C:20](=[O:21])[CH2:19][N:16]1[C:17]2[C:12](=[N:11][CH:10]=[C:9]([CH2:8][C:5]3[CH:6]=[CH:7][C:2]([F:1])=[CH:3][CH:4]=3)[CH:18]=2)[C:13]([OH:31])=[C:14]([C:24]([NH:26][CH2:27][CH2:28][O:29][CH3:30])=[O:25])[C:15]1=[O:23])(=[O:48])[O:42][CH2:43][CH3:44])[CH3:47], predict the reactants needed to synthesize it. (7) Given the product [F:17][C:18]1[CH:23]=[C:22]([F:24])[CH:21]=[CH:20][C:19]=1[C:25]1[CH:26]=[C:27]([N:31]2[CH2:32][CH2:33][N:34]([C:9]([NH:8][C:5]3[O:4][N:3]=[C:2]([CH3:1])[C:6]=3[CH3:7])=[O:16])[CH2:35][CH2:36]2)[CH:28]=[N:29][CH:30]=1, predict the reactants needed to synthesize it. The reactants are: [CH3:1][C:2]1[C:6]([CH3:7])=[C:5]([NH:8][C:9](=[O:16])OCC(Cl)(Cl)Cl)[O:4][N:3]=1.[F:17][C:18]1[CH:23]=[C:22]([F:24])[CH:21]=[CH:20][C:19]=1[C:25]1[CH:26]=[C:27]([N:31]2[CH2:36][CH2:35][NH:34][CH2:33][CH2:32]2)[CH:28]=[N:29][CH:30]=1.